This data is from Full USPTO retrosynthesis dataset with 1.9M reactions from patents (1976-2016). The task is: Predict the reactants needed to synthesize the given product. Given the product [Cl:1][C:2]1[CH:3]=[C:4]([NH:17][C:18]2[C:27]3[C:22](=[CH:23][CH:24]=[C:25]([C:28](=[N:40][O:39][CH2:38][CH2:37][OH:36])[C:29]#[C:30][CH3:31])[CH:26]=3)[N:21]=[CH:20][N:19]=2)[CH:5]=[CH:6][C:7]=1[O:8][CH2:9][C:10]1[CH:15]=[CH:14][CH:13]=[C:12]([F:16])[CH:11]=1, predict the reactants needed to synthesize it. The reactants are: [Cl:1][C:2]1[CH:3]=[C:4]([NH:17][C:18]2[C:27]3[C:22](=[CH:23][CH:24]=[C:25]([C:28](=O)[C:29]#[C:30][CH3:31])[CH:26]=3)[N:21]=[CH:20][N:19]=2)[CH:5]=[CH:6][C:7]=1[O:8][CH2:9][C:10]1[CH:15]=[CH:14][CH:13]=[C:12]([F:16])[CH:11]=1.C([O:36][CH2:37][CH2:38][O:39][NH2:40])(=O)C.CS(O)(=O)=O.C(=O)(O)[O-].[Na+].